Dataset: Full USPTO retrosynthesis dataset with 1.9M reactions from patents (1976-2016). Task: Predict the reactants needed to synthesize the given product. (1) The reactants are: [CH3:1][C:2]1(C)C(C)(C)OB(C2C=NNC=2)[O:3]1.[CH2:15]([N:19]1[CH:23]=[C:22](B2OC(C)(C)C(C)(C)O2)[CH:21]=[N:20]1)[CH:16]([CH3:18])[CH3:17].Br[C:34]1[S:38][C:37]([C:39]([NH:41][CH2:42][C:43]2[N:44]=[CH:45][C:46]3[N:47]([CH:49]=[CH:50][N:51]=3)[CH:48]=2)=[O:40])=[CH:36][CH:35]=1.Br[C:53]1C=CC(N)=CC=1. Given the product [N:51]1[CH:50]=[CH:49][N:47]2[CH:48]=[C:43]([CH2:42][NH:41][C:39]([C:37]3[S:38][C:34]([C:22]4[CH:21]=[N:20][N:19]([CH2:15][C:16]5([CH3:17])[CH2:18][CH2:53][O:3][CH2:2][CH2:1]5)[CH:23]=4)=[CH:35][CH:36]=3)=[O:40])[N:44]=[CH:45][C:46]=12, predict the reactants needed to synthesize it. (2) Given the product [O:21]=[C:13]1[C:12](=[C:7]2[CH:6]=[CH:5][C:4]3[C:9](=[CH:10][CH:11]=[C:2]([NH:1][C:29]([NH:28][C:24]4[CH:23]=[N:22][CH:27]=[CH:26][CH:25]=4)=[O:30])[CH:3]=3)[NH:8]2)[C:20]2[C:15](=[CH:16][CH:17]=[CH:18][CH:19]=2)[NH:14]1, predict the reactants needed to synthesize it. The reactants are: [NH2:1][C:2]1[CH:3]=[C:4]2[C:9](=[CH:10][CH:11]=1)[NH:8][C:7](=[C:12]1[C:20]3[C:15](=[CH:16][CH:17]=[CH:18][CH:19]=3)[NH:14][C:13]1=[O:21])[CH:6]=[CH:5]2.[N:22]1[CH:27]=[CH:26][CH:25]=[C:24]([N:28]=[C:29]=[O:30])[CH:23]=1. (3) Given the product [F:8][C:6]1[CH:5]=[C:4]([C:9]2[CH:10]=[CH:11][C:12]([NH:15][C:27](=[O:28])[CH2:26][C@H:23]3[CH2:24][CH2:25][N:20]4[C:19](=[O:30])[O:18][C:17]([CH3:16])([CH3:31])[C@H:21]4[CH2:22]3)=[N:13][CH:14]=2)[CH:3]=[C:2]([F:1])[CH:7]=1, predict the reactants needed to synthesize it. The reactants are: [F:1][C:2]1[CH:3]=[C:4]([C:9]2[CH:10]=[CH:11][C:12]([NH2:15])=[N:13][CH:14]=2)[CH:5]=[C:6]([F:8])[CH:7]=1.[CH3:16][C:17]1([CH3:31])[CH:21]2[CH2:22][CH:23]([CH2:26][C:27](O)=[O:28])[CH2:24][CH2:25][N:20]2[C:19](=[O:30])[O:18]1.